From a dataset of Catalyst prediction with 721,799 reactions and 888 catalyst types from USPTO. Predict which catalyst facilitates the given reaction. (1) Reactant: [Br:1][C:2]1[CH:3]=[CH:4][C:5]([O:12][CH3:13])=[C:6]([CH2:8][C:9]([OH:11])=[O:10])[CH:7]=1.Cl.[CH3:15]O. Product: [CH3:15][O:10][C:9](=[O:11])[CH2:8][C:6]1[CH:7]=[C:2]([Br:1])[CH:3]=[CH:4][C:5]=1[O:12][CH3:13]. The catalyst class is: 12. (2) Reactant: [CH:1]1([O:6][C:7](=[O:32])[NH:8][C:9]2[CH:10]=[C:11]3[C:15](=[CH:16][CH:17]=2)[N:14]([CH3:18])[CH:13]=[C:12]3[CH2:19][C:20]2[CH:25]=[CH:24][C:23]([C:26]([O:28]C)=[O:27])=[CH:22][C:21]=2[O:30][CH3:31])[CH2:5][CH2:4][CH2:3][CH2:2]1.CO.O.[OH-].[Li+].Cl. Product: [CH:1]1([O:6][C:7](=[O:32])[NH:8][C:9]2[CH:10]=[C:11]3[C:15](=[CH:16][CH:17]=2)[N:14]([CH3:18])[CH:13]=[C:12]3[CH2:19][C:20]2[CH:25]=[CH:24][C:23]([C:26]([OH:28])=[O:27])=[CH:22][C:21]=2[O:30][CH3:31])[CH2:5][CH2:4][CH2:3][CH2:2]1. The catalyst class is: 6.